From a dataset of Full USPTO retrosynthesis dataset with 1.9M reactions from patents (1976-2016). Predict the reactants needed to synthesize the given product. (1) The reactants are: Br[C:2]1[CH:7]=[CH:6][C:5]2[C:8]3[CH2:9][N:10]([C:15]([O:17][C:18]([CH3:21])([CH3:20])[CH3:19])=[O:16])[CH2:11][CH2:12][C:13]=3[O:14][C:4]=2[CH:3]=1.[F:22][C:23]1[CH:24]=[CH:25][C:26]([CH2:29][CH2:30][C:31]2[CH:36]=[CH:35][NH:34][C:33](=[O:37])[CH:32]=2)=[N:27][CH:28]=1. Given the product [F:22][C:23]1[CH:24]=[CH:25][C:26]([CH2:29][CH2:30][C:31]2[CH:36]=[CH:35][N:34]([C:2]3[CH:7]=[CH:6][C:5]4[C:8]5[CH2:9][N:10]([C:15]([O:17][C:18]([CH3:21])([CH3:20])[CH3:19])=[O:16])[CH2:11][CH2:12][C:13]=5[O:14][C:4]=4[CH:3]=3)[C:33](=[O:37])[CH:32]=2)=[N:27][CH:28]=1, predict the reactants needed to synthesize it. (2) Given the product [Cl:1][C:2]1[C:33]([CH3:34])=[CH:32][C:5]([O:6][CH2:7][CH2:8][CH2:9][C:10]2[C:18]3[C:13](=[C:14]([C:19]4[C:23]([CH3:24])=[N:22][N:21]([CH2:37][CH2:38][N:39]5[CH2:43][CH2:42][CH2:41][CH2:40]5)[C:20]=4[CH3:25])[CH:15]=[CH:16][CH:17]=3)[N:12]([CH2:26][CH2:27][C:28]([OH:30])=[O:29])[C:11]=2[CH3:31])=[CH:4][C:3]=1[CH3:35], predict the reactants needed to synthesize it. The reactants are: [Cl:1][C:2]1[C:33]([CH3:34])=[CH:32][C:5]([O:6][CH2:7][CH2:8][CH2:9][C:10]2[C:18]3[C:13](=[C:14]([C:19]4[C:20]([CH3:25])=[N:21][NH:22][C:23]=4[CH3:24])[CH:15]=[CH:16][CH:17]=3)[N:12]([CH2:26][CH2:27][C:28]([OH:30])=[O:29])[C:11]=2[CH3:31])=[CH:4][C:3]=1[CH3:35].Cl[CH2:37][CH2:38][N:39]1[CH2:43][CH2:42][CH2:41][CH2:40]1. (3) Given the product [CH3:1][C:2]1[CH:7]=[CH:6][CH:5]=[C:4]([NH:8][C:9]2[CH:10]=[CH:11][CH:12]=[CH:13][CH:14]=2)[C:3]=1[NH2:15], predict the reactants needed to synthesize it. The reactants are: [CH3:1][C:2]1[C:3]([N+:15]([O-])=O)=[C:4]([NH:8][C:9]2[CH:14]=[CH:13][CH:12]=[CH:11][CH:10]=2)[CH:5]=[CH:6][CH:7]=1. (4) Given the product [Cl:10][C:4]1[C:5]([O:8][CH3:9])=[N:6][CH:7]=[C:2]([B:14]2[O:15][C:16]([CH3:18])([CH3:17])[C:12]([CH3:28])([CH3:11])[O:13]2)[CH:3]=1, predict the reactants needed to synthesize it. The reactants are: Br[C:2]1[CH:3]=[C:4]([Cl:10])[C:5]([O:8][CH3:9])=[N:6][CH:7]=1.[CH3:11][C:12]1([CH3:28])[C:16]([CH3:18])([CH3:17])[O:15][B:14]([B:14]2[O:15][C:16]([CH3:18])([CH3:17])[C:12]([CH3:28])([CH3:11])[O:13]2)[O:13]1.C([O-])(=O)C.[K+]. (5) Given the product [CH3:1][C:2]1[CH:11]=[C:10]([CH3:12])[C:9]2[C:4](=[CH:5][CH:6]=[CH:7][CH:8]=2)[C:3]=1[NH2:13], predict the reactants needed to synthesize it. The reactants are: [CH3:1][C:2]1[CH:11]=[C:10]([CH3:12])[C:9]2[C:4](=[CH:5][CH:6]=[CH:7][CH:8]=2)[C:3]=1[N+:13]([O-])=O. (6) Given the product [OH:4][CH2:3][C:5]1[CH:6]=[C:7]2[CH:13]=[C:12]([C:14]([N:16]([CH3:18])[CH3:17])=[O:15])[O:11][C:8]2=[N:9][CH:10]=1, predict the reactants needed to synthesize it. The reactants are: [BH4-].[Na+].[CH:3]([C:5]1[CH:6]=[C:7]2[CH:13]=[C:12]([C:14]([N:16]([CH3:18])[CH3:17])=[O:15])[O:11][C:8]2=[N:9][CH:10]=1)=[O:4].